Dataset: Experimentally validated miRNA-target interactions with 360,000+ pairs, plus equal number of negative samples. Task: Binary Classification. Given a miRNA mature sequence and a target amino acid sequence, predict their likelihood of interaction. (1) The miRNA is mmu-miR-717 with sequence CUCAGACAGAGAUACCUUCUCU. The protein sequence of the target gene is MKLHYVAVLTLAILMFLTWLPESLSCNKALCASDVSKCLIQELCQCRPGEGNCSCCKECMLCLGALWDECCDCVGMCNPRNYSDTPPTSKSTVEELHEPIPSLFRALTEGDTQLNWNIVSFPVAEELSHHENLVSFLETVNQPHHQNVSVPSNNVHAPYSSDKEHMCTVVYFDDCMSIHQCKISCESMGASKYRWFHNACCECIGPECIDYGSKTVKCMNCMF. Result: 0 (no interaction). (2) The miRNA is hsa-miR-23b-5p with sequence UGGGUUCCUGGCAUGCUGAUUU. The protein sequence of the target gene is MSTGSVSDPEEMELRGLQREYPVPASKRPPLRGVERSYASPSDNSSAEEEDPDGEEERCALGTAGSAEGCKRKRPRVAGGGGAGGSAGGGGKKPLPAKGSAAECKQSQRNAANARERARMRVLSKAFSRLKTSLPWVPPDTKLSKLDTLRLASSYIAHLRQLLQEDRYENGYVHPVNLTWPFVVSGRPDSDTKEVSAANRLCGTTA. Result: 0 (no interaction). (3) The miRNA is mmu-miR-1903 with sequence CCUUCUUCUUCUUCCUGAGACA. The protein sequence of the target gene is MSKRPSYAPPPTPAPATQMPSTPGFVGYNPYSHLAYNNYRLGGNPGTNSRVTASSGITIPKPPKPPDKPLMPYMRYSRKVWDQVKASNPDLKLWEIGKIIGGMWRDLTDEEKQEYLNEYEAEKIEYNESMKAYHNSPAYLAYINAKSRAEAALEEESRQRQSRMEKGEPYMSIQPAEDPDDYDDGFSMKHTATARFQRNHRLISEILSESVVPDVRSVVTTARMQVLKRQVQSLMVHQRKLEAELLQIEERHQEKKRKFLESTDSFNNELKRLCGLKVEVDMEKIAAEIAQAEEQARKRQ.... Result: 0 (no interaction). (4) The miRNA is hsa-miR-3186-3p with sequence UCACGCGGAGAGAUGGCUUUG. The protein sequence of the target gene is MSLQRLLQHSSNGNLADFCAGPAYSSYSTLTGSLTMDDNRRIQMLADTVATLPRGRKQLALTRSSSLSDFSWSQRKLVTVEKQDNETFGFEIQSYRPQNQNACSSEMFTLICKIQEDSPAHCAGLQAGDVLANINGVSTEGFTYKQVVDLIRSSGNLLTIETLNGTMILKRTELEAKLQVLKQTLKQKWVEYRSLQLQEHRLLHGDAANCPSLENMDLDELSLFGPLPGPGPALVDRNRLSSESSCKSWLSSMTMDSEDGYQTCVSEDSSRGAFSRQTSTDDECFIPKEGDDFLRRSSSR.... Result: 0 (no interaction). (5) The miRNA is hsa-miR-4751 with sequence AGAGGACCCGUAGCUGCUAGAAGG. The protein sequence of the target gene is MKLRTRKASQQSSPIQTQRTARAKRKYSEVDDSLPSGGEKPSKNETGLLSSIKKFIKGSTPKEERENPSKRSRIERDIDNNLITSTPRTGEKPDKQLSRVRRKSPVNGEAGSYEMTNQHIKQNGKLEDNPCSGSPPRTTLLGTIFSPVFNFFSPANKNGTSGSDSPGQAVEAEEIVKQLDMEQVDEITTSTTSANGAAYSNQAVQVRPSLNNGLEEAEETVTRDIPPLTAPVTPESGYSSAHAEATYEEDWEVFDPYYFIKHVPPLTEEQLNRKPALPLKTRSTPEFSLVLDLDETLVHC.... Result: 0 (no interaction). (6) The miRNA is hsa-miR-3140-3p with sequence AGCUUUUGGGAAUUCAGGUAGU. The protein sequence of the target gene is MNPVYSPGSSGVPYANAKGIGYPAGFPMGYAAAAPAYSPNMYPGANPTFQTGYTPGTPYKVSCSPTSGAVPPYSSSPNPYQTAVYPVRSAYPQQSPYAQQGTYYTQPLYAAPPHVIHHTTVVQPNGMPATVYPAPIPPPRGNGVTMGMVAGTTMAMSAGTLLTAHSPTPVAPHPVTVPTYRAPGTPTYSYVPPQW. Result: 1 (interaction). (7) The miRNA is hsa-miR-4447 with sequence GGUGGGGGCUGUUGUUU. The protein sequence of the target gene is MPGPRPRKGPKTSGQGAETAKQLGLFVEFNPEDMLLGVDETEDDGDLEAELLALTGETASRSRKPAPKGQAPLPMAHIEKLAADCMRDVEEDEEEEGLEDDADLLTELQEVLGEDEEAGLLDGSEAASPDLCEEKTWDNTELPVEQAACQQAVPAAAQAGGPRGLQALLEERIRNYREAAASAKEAGEAAKARRCERGLKTLQSQLATVRKGGKICEDEIPPPVALGKRPPAPQERAIKNPEIDSPGPCAMEPGNLSQPESSLPAIAPLPDSDPDPQALLLARQREYKAAALDAKRAGDL.... Result: 0 (no interaction). (8) The miRNA is mmu-miR-466l-5p with sequence UUGUGUGUACAUGUACAUGUAU. The protein sequence of the target gene is MSHQILLLLAMLTLGLAISQRREQVPCRTVNKEALCHGLGLLQVPSVLSLDIQALYLSGNQLQSILVSPLGFYTALRHLDLSDNQISFLQAGVFQALPYLEHLNLAHNRLATGMALNSGGLGRLPLLVSLDLSGNSLHGNLVERLLGETPRLRTLSLAENSLTRLARHTFWGMPAVEQLDLHSNVLMDIEDGAFEALPHLTHLNLSRNSLTCISDFSLQQLQVLDLSCNSIEAFQTAPEPQAQFQLAWLDLRENKLLHFPDLAVFPRLIYLNVSNNLIQLPAGLPRGSEDLHAPSEGWSA.... Result: 1 (interaction).